Dataset: Full USPTO retrosynthesis dataset with 1.9M reactions from patents (1976-2016). Task: Predict the reactants needed to synthesize the given product. (1) Given the product [F:2][C:3]1[CH:4]=[C:5]([CH:45]=[CH:46][CH:47]=1)[CH2:6][N:7]1[CH:11]=[C:10]([C:12]2[C:20]3[C:15](=[N:16][CH:17]=[C:18]([C:21]4[CH:26]=[CH:25][C:24]([N:27]5[CH2:28][CH2:29][N:30]([CH2:48][C@@H:49]([OH:50])[CH3:51])[CH2:31][CH2:32]5)=[C:23]([O:33][CH3:34])[CH:22]=4)[CH:19]=3)[N:14]([S:35]([C:38]3[CH:39]=[CH:40][C:41]([CH3:42])=[CH:43][CH:44]=3)(=[O:36])=[O:37])[CH:13]=2)[CH:9]=[N:8]1, predict the reactants needed to synthesize it. The reactants are: Cl.[F:2][C:3]1[CH:4]=[C:5]([CH:45]=[CH:46][CH:47]=1)[CH2:6][N:7]1[CH:11]=[C:10]([C:12]2[C:20]3[C:15](=[N:16][CH:17]=[C:18]([C:21]4[CH:26]=[CH:25][C:24]([N:27]5[CH2:32][CH2:31][NH:30][CH2:29][CH2:28]5)=[C:23]([O:33][CH3:34])[CH:22]=4)[CH:19]=3)[N:14]([S:35]([C:38]3[CH:44]=[CH:43][C:41]([CH3:42])=[CH:40][CH:39]=3)(=[O:37])=[O:36])[CH:13]=2)[CH:9]=[N:8]1.[CH3:48][C@H:49]1[CH2:51][O:50]1.CCN(C(C)C)C(C)C. (2) Given the product [NH:49]1[C:57]2[C:52](=[C:53]([CH:58]3[CH2:59][CH2:60][CH:61]([CH2:64][C:65]([NH:46][C:45]4[CH:47]=[CH:48][C:42]([Cl:41])=[CH:43][CH:44]=4)=[O:66])[CH2:62][CH2:63]3)[CH:54]=[CH:55][CH:56]=2)[CH:51]=[N:50]1, predict the reactants needed to synthesize it. The reactants are: N1C2C=CC=C(B(O)O)C=2C=N1.FC(F)(F)S(OC1CCC(CC(OCC)=O)CC=1)(=O)=O.C([O-])([O-])=O.[K+].[K+].[K+].[Br-].[Cl:41][C:42]1[CH:48]=[CH:47][C:45]([NH2:46])=[CH:44][CH:43]=1.[NH:49]1[C:57]2[C:52](=[C:53]([CH:58]3[CH2:63][CH2:62][CH:61]([CH2:64][C:65](OCC)=[O:66])[CH2:60][CH2:59]3)[CH:54]=[CH:55][CH:56]=2)[CH:51]=[N:50]1. (3) Given the product [Br:14][C:15]1[CH:16]=[CH:17][C:18]([C:21]2[CH:26]=[CH:25][C:24]([N:12]3[C:11]4[CH:10]=[CH:9][CH:8]=[CH:7][C:6]=4[C:5]4[C:13]3=[CH:1][CH:2]=[CH:3][CH:4]=4)=[CH:23][CH:22]=2)=[CH:19][CH:20]=1, predict the reactants needed to synthesize it. The reactants are: [CH:1]1[C:13]2[NH:12][C:11]3[C:6](=[CH:7][CH:8]=[CH:9][CH:10]=3)[C:5]=2[CH:4]=[CH:3][CH:2]=1.[Br:14][C:15]1[CH:20]=[CH:19][C:18]([C:21]2[CH:26]=[CH:25][C:24](Br)=[CH:23][CH:22]=2)=[CH:17][CH:16]=1.C1OCCOCCOCCOCCOCCOC1.C(=O)([O-])[O-].[K+].[K+]. (4) Given the product [OH:50][C:51]([CH3:52])([CH3:44])[CH2:5][O:6][C@H:7]1[CH2:8][CH2:9][C@H:10]([N:13]2[C:18](=[O:19])[C:17]([CH2:20][C:21]3[CH:26]=[CH:25][C:24]([C:27]4[C:28]([C:33]#[N:34])=[CH:29][CH:30]=[CH:31][CH:32]=4)=[CH:23][C:22]=3[O:35][CH3:36])=[C:16]([CH2:37][CH2:38][CH3:39])[N:15]3[N:40]=[CH:41][CH:42]=[C:14]23)[CH2:11][CH2:12]1, predict the reactants needed to synthesize it. The reactants are: C(OC(=O)[CH2:5][O:6][C@H:7]1[CH2:12][CH2:11][C@H:10]([N:13]2[C:18](=[O:19])[C:17]([CH2:20][C:21]3[CH:26]=[CH:25][C:24]([C:27]4[CH:32]=[CH:31][CH:30]=[CH:29][C:28]=4[C:33]#[N:34])=[CH:23][C:22]=3[O:35][CH3:36])=[C:16]([CH2:37][CH2:38][CH3:39])[N:15]3[N:40]=[CH:41][CH:42]=[C:14]23)[CH2:9][CH2:8]1)C.[CH3:44][Mg]Br.C([O:50][CH2:51][CH3:52])(=O)C. (5) The reactants are: Cl[C:2]1[N:7]=[CH:6][C:5]([NH:8][CH3:9])=[C:4]([C:10]2[CH:15]=[CH:14][CH:13]=[CH:12][C:11]=2[CH3:16])[CH:3]=1.CC(C)([O-])C.[Na+].C1C=CC(P(C2C(C3C(P(C4C=CC=CC=4)C4C=CC=CC=4)=CC=C4C=3C=CC=C4)=C3C(C=CC=C3)=CC=2)C2C=CC=CC=2)=CC=1.[CH3:69][S:70]([N:73]1[CH2:78][CH2:77][NH:76][CH2:75][CH2:74]1)(=[O:72])=[O:71]. Given the product [CH3:9][NH:8][C:5]1[CH:6]=[N:7][C:2]([N:76]2[CH2:77][CH2:78][N:73]([S:70]([CH3:69])(=[O:72])=[O:71])[CH2:74][CH2:75]2)=[CH:3][C:4]=1[C:10]1[CH:15]=[CH:14][CH:13]=[CH:12][C:11]=1[CH3:16], predict the reactants needed to synthesize it. (6) Given the product [C:32]([N:1]1[CH2:6][CH2:5][CH:4]([NH:7][C:8]([C:10]2[C:14]3[N:15]=[CH:16][N:17]=[C:18]([C:19]4[C:27]5[O:26][CH2:25][O:24][C:23]=5[CH:22]=[CH:21][C:20]=4[O:28][CH2:29][CH2:30][CH3:31])[C:13]=3[NH:12][CH:11]=2)=[O:9])[CH2:3][CH2:2]1)(=[O:35])[CH2:33][CH3:34], predict the reactants needed to synthesize it. The reactants are: [NH:1]1[CH2:6][CH2:5][CH:4]([NH:7][C:8]([C:10]2[C:14]3[N:15]=[CH:16][N:17]=[C:18]([C:19]4[C:27]5[O:26][CH2:25][O:24][C:23]=5[CH:22]=[CH:21][C:20]=4[O:28][CH2:29][CH2:30][CH3:31])[C:13]=3[NH:12][CH:11]=2)=[O:9])[CH2:3][CH2:2]1.[C:32](Cl)(=[O:35])[CH2:33][CH3:34]. (7) Given the product [CH2:1]([N:3]1[C:7]2=[N:8][C:9]([CH2:32][CH3:33])=[C:10]([CH2:19][NH:20][C:21]([C:23]3[CH:31]=[CH:30][C:26]([C:27]([NH:34][CH2:35][C:36]4[CH:37]=[C:38]([C:42]5[CH:47]=[CH:46][CH:45]=[C:44]([CH2:48][N:49]6[CH2:50][CH2:51][N:52]([C:55]([O:57][C:58]([CH3:61])([CH3:60])[CH3:59])=[O:56])[CH2:53][CH2:54]6)[CH:43]=5)[CH:39]=[CH:40][CH:41]=4)=[O:28])=[CH:25][CH:24]=3)=[O:22])[C:11]([NH:12][CH:13]3[CH2:18][CH2:17][O:16][CH2:15][CH2:14]3)=[C:6]2[CH:5]=[N:4]1)[CH3:2], predict the reactants needed to synthesize it. The reactants are: [CH2:1]([N:3]1[C:7]2=[N:8][C:9]([CH2:32][CH3:33])=[C:10]([CH2:19][NH:20][C:21]([C:23]3[CH:31]=[CH:30][C:26]([C:27](O)=[O:28])=[CH:25][CH:24]=3)=[O:22])[C:11]([NH:12][CH:13]3[CH2:18][CH2:17][O:16][CH2:15][CH2:14]3)=[C:6]2[CH:5]=[N:4]1)[CH3:2].[NH2:34][CH2:35][C:36]1[CH:37]=[C:38]([C:42]2[CH:47]=[CH:46][CH:45]=[C:44]([CH2:48][N:49]3[CH2:54][CH2:53][N:52]([C:55]([O:57][C:58]([CH3:61])([CH3:60])[CH3:59])=[O:56])[CH2:51][CH2:50]3)[CH:43]=2)[CH:39]=[CH:40][CH:41]=1.CN(C(ON1N=NC2C=CC=CC1=2)=[N+](C)C)C.F[P-](F)(F)(F)(F)F.